From a dataset of Full USPTO retrosynthesis dataset with 1.9M reactions from patents (1976-2016). Predict the reactants needed to synthesize the given product. (1) Given the product [NH2:11][C:9]1[N:8]=[CH:7][N:6]=[C:5]2[N:4]([CH:12]([C:14]3[CH:15]=[C:16]4[N:21]([C:22]=3[C:23]3[CH:28]=[CH:27][CH:26]=[CH:25][N:24]=3)[CH:20]=[CH:19][CH:18]=[CH:17]4)[CH3:13])[N:3]=[C:2]([C:36]3[CH:35]=[C:32]([CH:31]=[C:30]([OH:29])[CH:37]=3)[C:33]#[N:34])[C:10]=12, predict the reactants needed to synthesize it. The reactants are: I[C:2]1[C:10]2[C:5](=[N:6][CH:7]=[N:8][C:9]=2[NH2:11])[N:4]([CH:12]([C:14]2[CH:15]=[C:16]3[N:21]([C:22]=2[C:23]2[CH:28]=[CH:27][CH:26]=[CH:25][N:24]=2)[CH:20]=[CH:19][CH:18]=[CH:17]3)[CH3:13])[N:3]=1.[OH:29][C:30]1[CH:31]=[C:32]([CH:35]=[C:36](B2OC(C)(C)C(C)(C)O2)[CH:37]=1)[C:33]#[N:34].CCO.C([O-])([O-])=O.[Na+].[Na+]. (2) Given the product [NH:5]([C:2]1[C:11]2[C:6](=[CH:7][C:8]([F:15])=[C:9]([N+:12]([O-:14])=[O:13])[CH:10]=2)[N:5]=[CH:4][N:3]=1)[C:6]1[CH:11]=[CH:10][CH:9]=[CH:8][CH:7]=1, predict the reactants needed to synthesize it. The reactants are: Cl[C:2]1[NH:3][CH2:4][N:5]=[C:6]2[C:11]=1[CH:10]=[C:9]([N+:12]([O-:14])=[O:13])[C:8]([F:15])=[CH:7]2.C([O-])([O-])=O.[K+].[K+]. (3) Given the product [CH3:2][O:3][C:4](=[O:18])[C@H:5]([CH2:7][C:8]1[C:16]2[C:11](=[CH:12][C:13]([F:17])=[CH:14][CH:15]=2)[NH:10][CH:9]=1)[NH2:6], predict the reactants needed to synthesize it. The reactants are: Cl.[CH3:2][O:3][C:4](=[O:18])[C@H:5]([CH2:7][C:8]1[C:16]2[C:11](=[CH:12][C:13]([F:17])=[CH:14][CH:15]=2)[NH:10][CH:9]=1)[NH2:6].N. (4) Given the product [N:7]1[C:8]2[C:13](=[CH:12][C:11](/[CH:14]=[C:22]3/[C:20](=[O:21])[NH:19][C:17](=[S:18])[S:16]/3)=[CH:10][CH:9]=2)[CH:4]=[CH:5][CH:6]=1, predict the reactants needed to synthesize it. The reactants are: C(O[C:4]1[C:13]2[C:8](=[CH:9][CH:10]=[C:11]([CH:14]=O)[CH:12]=2)[N:7]=[CH:6][CH:5]=1)C.[S:16]1[CH2:22][C:20](=[O:21])[NH:19][C:17]1=[S:18].O.